Task: Predict which catalyst facilitates the given reaction.. Dataset: Catalyst prediction with 721,799 reactions and 888 catalyst types from USPTO (1) Reactant: [Br:1][C:2]1[CH:7]=[CH:6][C:5]([CH:8]2[C:10]3([C:14](=O)C(CC)(C)C(=O)[C:11]3([CH3:21])C)[C:9]2=[O:22])=[C:4]([CH2:23][CH3:24])[CH:3]=1.BrC1C=C[C:36]([CH:37]2[C:41]3([C:38](=[O:39])[C:37]([CH3:41])(C)[C:36](=O)C3(CC)C)[C:38]2=[O:39])=C(CC)C=1.S(=O)(=O)(O)[OH:50]. Product: [Br:1][C:2]1[CH:7]=[CH:6][C:5]([CH:8]2[C:38](=[O:39])[C:37]([CH3:36])([CH3:41])[O:50][C:10]([CH2:11][CH3:21])([CH3:14])[C:9]2=[O:22])=[C:4]([CH2:23][CH3:24])[CH:3]=1. The catalyst class is: 4. (2) Reactant: Br[C:2]1[CH:7]=[CH:6][C:5]([O:8][CH3:9])=[C:4]([N+:10]([O-:12])=[O:11])[CH:3]=1.Cl.[C@H:14]12[CH2:20][C@H:17]([O:18][CH2:19]1)[CH2:16][NH:15]2.C1(P(C2CCCCC2)C2C=CC=CC=2C2C=CC=CC=2)CCCCC1.C(=O)([O-])[O-].[Cs+].[Cs+].C(N(CC)CC)C. Product: [CH3:9][O:8][C:5]1[CH:6]=[CH:7][C:2]([N:15]2[CH2:16][C@@H:17]3[CH2:20][C@H:14]2[CH2:19][O:18]3)=[CH:3][C:4]=1[N+:10]([O-:12])=[O:11]. The catalyst class is: 160. (3) Reactant: [NH2:1][C@H:2]([C:6]([O:8][CH3:9])=[O:7])[C@H:3]([CH3:5])[OH:4].Cl.CCN(C(C)C)C(C)C.[C:20](Br)([C:33]1[CH:38]=[CH:37][CH:36]=[CH:35][CH:34]=1)([C:27]1[CH:32]=[CH:31][CH:30]=[CH:29][CH:28]=1)[C:21]1[CH:26]=[CH:25][CH:24]=[CH:23][CH:22]=1. Product: [CH3:9][O:8][C:6](=[O:7])[C@@H:2]([NH:1][C:20]([C:21]1[CH:26]=[CH:25][CH:24]=[CH:23][CH:22]=1)([C:33]1[CH:34]=[CH:35][CH:36]=[CH:37][CH:38]=1)[C:27]1[CH:28]=[CH:29][CH:30]=[CH:31][CH:32]=1)[C@@H:3]([OH:4])[CH3:5]. The catalyst class is: 366. (4) Reactant: C(=O)([O-])[O-].[K+].[K+].C([O:10][CH:11]([C:28]1([C:38]2[CH:43]=[CH:42][CH:41]=[CH:40][CH:39]=2)[CH2:37][CH2:36][C:31]2([O:35][CH2:34][CH2:33][O:32]2)[CH2:30][CH2:29]1)[CH2:12][CH2:13][C:14]1[CH:19]=[C:18]([C:20]([F:23])([F:22])[F:21])[CH:17]=[C:16]([C:24]([F:27])([F:26])[F:25])[CH:15]=1)(=O)C. Product: [C:38]1([C:28]2([CH:11]([OH:10])[CH2:12][CH2:13][C:14]3[CH:19]=[C:18]([C:20]([F:21])([F:22])[F:23])[CH:17]=[C:16]([C:24]([F:27])([F:25])[F:26])[CH:15]=3)[CH2:37][CH2:36][C:31]3([O:35][CH2:34][CH2:33][O:32]3)[CH2:30][CH2:29]2)[CH:43]=[CH:42][CH:41]=[CH:40][CH:39]=1. The catalyst class is: 24. (5) Reactant: [OH:1][CH2:2][CH2:3][CH2:4][C@@H:5]1[CH2:10][N:9]([C:11]([O:13][CH2:14][C:15]2[CH:20]=[CH:19][CH:18]=[CH:17][CH:16]=2)=[O:12])[CH2:8][CH2:7][N:6]1[C:21]([O:23][C:24]([CH3:27])([CH3:26])[CH3:25])=[O:22].C(N(CC)CC)C.[CH3:35][S:36](Cl)(=[O:38])=[O:37].C(=O)([O-])O.[Na+]. Product: [CH3:35][S:36]([O:1][CH2:2][CH2:3][CH2:4][C@@H:5]1[CH2:10][N:9]([C:11]([O:13][CH2:14][C:15]2[CH:20]=[CH:19][CH:18]=[CH:17][CH:16]=2)=[O:12])[CH2:8][CH2:7][N:6]1[C:21]([O:23][C:24]([CH3:27])([CH3:26])[CH3:25])=[O:22])(=[O:38])=[O:37]. The catalyst class is: 1. (6) Reactant: [NH3:1].[F:2][C:3]1[C:8]([N+:9]([O-:11])=[O:10])=[C:7](F)[C:6]([F:13])=[C:5]([F:14])[C:4]=1[F:15]. Product: [N+:9]([C:8]1[C:3]([F:2])=[C:4]([F:15])[C:5]([F:14])=[C:6]([F:13])[C:7]=1[NH2:1])([O-:11])=[O:10]. The catalyst class is: 27.